The task is: Binary Classification. Given a drug SMILES string, predict its activity (active/inactive) in a high-throughput screening assay against a specified biological target.. This data is from M1 muscarinic receptor antagonist screen with 61,756 compounds. (1) The result is 0 (inactive). The compound is o1c2c(c3n(ncc3c1=O)CC(=O)NCCCOC)cccc2. (2) The drug is s1c(c(c2sc(nc12)N)C)C. The result is 0 (inactive). (3) The compound is O(CCN1CCN(CC1)C(=O)c1occc1)CCOc1c2c(ccc1)cccc2. The result is 0 (inactive). (4) The molecule is O(CCCNC(=O)CN1C(=O)c2c(C1=O)cccc2)CCCC. The result is 0 (inactive).